This data is from Catalyst prediction with 721,799 reactions and 888 catalyst types from USPTO. The task is: Predict which catalyst facilitates the given reaction. (1) Reactant: [Cl:1][C:2]1[CH:7]=[CH:6][C:5]([C:8]2[N:9]([CH2:14][CH:15]([OH:20])[C:16]([F:19])([F:18])[F:17])[C:10](=[O:13])[NH:11][N:12]=2)=[CH:4][CH:3]=1.C(=O)([O-])[O-].[Cs+].[Cs+].Cl.[Br:28][C:29]1[CH:30]=[N:31][CH:32]=[C:33]([CH2:35]Cl)[CH:34]=1.O. Product: [Br:28][C:29]1[CH:34]=[C:33]([CH2:35][N:11]2[C:10](=[O:13])[N:9]([CH2:14][CH:15]([OH:20])[C:16]([F:18])([F:19])[F:17])[C:8]([C:5]3[CH:6]=[CH:7][C:2]([Cl:1])=[CH:3][CH:4]=3)=[N:12]2)[CH:32]=[N:31][CH:30]=1. The catalyst class is: 3. (2) Reactant: [CH3:1][N:2]1[CH:17]=[C:5]2[N:6](C(OC(C)(C)C)=O)[CH2:7][CH2:8][CH2:9][C:4]2=[N:3]1.C(O)(C(F)(F)F)=O. Product: [CH3:1][N:2]1[CH:17]=[C:5]2[NH:6][CH2:7][CH2:8][CH2:9][C:4]2=[N:3]1. The catalyst class is: 2. (3) Reactant: FC(F)(F)S(O[C:7]1[CH:16]=[CH:15][C:14]2[C:13](=[O:17])[CH2:12][CH2:11][CH2:10][C:9]=2[CH:8]=1)(=O)=O.[O:20]1[CH2:25][CH:24]=[C:23](B2OC(C)(C)C(C)(C)O2)[CH2:22][CH2:21]1.C(Cl)Cl.C([O-])(O)=O.[Na+]. Product: [O:20]1[CH2:21][CH:22]=[C:23]([C:7]2[CH:8]=[C:9]3[C:14](=[CH:15][CH:16]=2)[C:13](=[O:17])[CH2:12][CH2:11][CH2:10]3)[CH2:24][CH2:25]1. The catalyst class is: 800. (4) Reactant: C(O)(C)(C)C.CCN(C(C)C)C(C)C.Cl[C:16]1[C:21]([C:22]([F:25])([F:24])[F:23])=[CH:20][N:19]=[C:18]([NH:26][C:27]2[CH:28]=[C:29]([CH:37]=[CH:38][CH:39]=2)[C:30]([O:32][C:33]([CH3:36])([CH3:35])[CH3:34])=[O:31])[N:17]=1.C(O)(=O)C.[NH2:44][CH2:45][C:46]1[C:47]([N:52]([CH3:57])[S:53]([CH3:56])(=[O:55])=[O:54])=[N:48][CH:49]=[CH:50][CH:51]=1. Product: [CH3:57][N:52]([S:53]([CH3:56])(=[O:55])=[O:54])[C:47]1[C:46]([CH2:45][NH:44][C:16]2[C:21]([C:22]([F:25])([F:24])[F:23])=[CH:20][N:19]=[C:18]([NH:26][C:27]3[CH:28]=[C:29]([CH:37]=[CH:38][CH:39]=3)[C:30]([O:32][C:33]([CH3:36])([CH3:35])[CH3:34])=[O:31])[N:17]=2)=[CH:51][CH:50]=[CH:49][N:48]=1. The catalyst class is: 26. (5) Reactant: [N:1]1[CH:6]=[CH:5][CH:4]=[C:3]([C:7]2[CH:8]=[C:9]3[C:19]4[C:14](=[N:15][CH:16]=[C:17]([C:20](OC)=[O:21])[CH:18]=4)[NH:13][C:10]3=[CH:11][N:12]=2)[CH:2]=1.[H-].[Al+3].[Li+].[H-].[H-].[H-].CO.C(C(C(C([O-])=O)O)O)([O-])=O.[Na+].[K+]. Product: [N:1]1[CH:6]=[CH:5][CH:4]=[C:3]([C:7]2[CH:8]=[C:9]3[C:19]4[C:14](=[N:15][CH:16]=[C:17]([CH2:20][OH:21])[CH:18]=4)[NH:13][C:10]3=[CH:11][N:12]=2)[CH:2]=1. The catalyst class is: 56.